Dataset: Full USPTO retrosynthesis dataset with 1.9M reactions from patents (1976-2016). Task: Predict the reactants needed to synthesize the given product. Given the product [Cl:12][C:11]1[C:2](/[CH:24]=[CH:23]/[B:18]2[O:19][C:20]([CH3:22])([CH3:21])[C:16]([CH3:25])([CH3:15])[O:17]2)=[CH:3][C:4]([C:5]([O:7][CH3:8])=[O:6])=[CH:9][C:10]=1[O:13][CH3:14], predict the reactants needed to synthesize it. The reactants are: Br[C:2]1[CH:3]=[C:4]([CH:9]=[C:10]([O:13][CH3:14])[C:11]=1[Cl:12])[C:5]([O:7][CH3:8])=[O:6].[CH3:15][C:16]1([CH3:25])[C:20]([CH3:22])([CH3:21])[O:19][B:18]([CH:23]=[CH2:24])[O:17]1.CCN(C(C)C)C(C)C.